This data is from Forward reaction prediction with 1.9M reactions from USPTO patents (1976-2016). The task is: Predict the product of the given reaction. (1) Given the reactants [Cl:1][C:2]1[C:10]2[CH:9]([CH2:11][C:12]([OH:14])=[O:13])[O:8][B:7]([OH:15])[C:6]=2[CH:5]=[C:4]([OH:16])[CH:3]=1.[OH-].[Na+].Cl[C:20]([O:22][CH2:23][CH3:24])=[O:21].Cl, predict the reaction product. The product is: [Cl:1][C:2]1[C:10]2[CH:9]([CH2:11][C:12]([OH:14])=[O:13])[O:8][B:7]([OH:15])[C:6]=2[CH:5]=[C:4]([O:16][C:20]([O:22][CH2:23][CH3:24])=[O:21])[CH:3]=1. (2) Given the reactants [F:1][C:2]1[CH:3]=[C:4]([OH:11])[CH:5]=[CH:6][C:7]=1[N+:8]([O-:10])=[O:9].Br[CH:13]([CH2:18][CH2:19][Br:20])[C:14]([O:16][CH3:17])=[O:15].C(=O)([O-])[O-].[K+].[K+].Cl, predict the reaction product. The product is: [CH3:17][O:16][C:14](=[O:15])[CH:13]([O:11][C:4]1[CH:5]=[CH:6][C:7]([N+:8]([O-:10])=[O:9])=[C:2]([F:1])[CH:3]=1)[CH2:18][CH2:19][Br:20]. (3) Given the reactants C([O:3][C:4]([C:6]1[CH:14]=[C:13]2[C:9]([CH:10]=[N:11][N:12]2[CH:15]2[CH2:20][CH2:19][CH2:18][CH2:17][O:16]2)=[CH:8][C:7]=1[O:21][C:22]1[CH:27]=[CH:26][C:25]([N+:28]([O-:30])=[O:29])=[CH:24][C:23]=1[F:31])=[O:5])C.[Li+].[OH-].CCOC(C)=O.C(O)(=O)C, predict the reaction product. The product is: [F:31][C:23]1[CH:24]=[C:25]([N+:28]([O-:30])=[O:29])[CH:26]=[CH:27][C:22]=1[O:21][C:7]1[CH:8]=[C:9]2[C:13](=[CH:14][C:6]=1[C:4]([OH:5])=[O:3])[N:12]([CH:15]1[CH2:20][CH2:19][CH2:18][CH2:17][O:16]1)[N:11]=[CH:10]2.